Dataset: Peptide-MHC class I binding affinity with 185,985 pairs from IEDB/IMGT. Task: Regression. Given a peptide amino acid sequence and an MHC pseudo amino acid sequence, predict their binding affinity value. This is MHC class I binding data. (1) The peptide sequence is LPIDKCSRII. The MHC is HLA-B53:01 with pseudo-sequence HLA-B53:01. The binding affinity (normalized) is 0.408. (2) The peptide sequence is DYCNVLNKEF. The MHC is HLA-A33:01 with pseudo-sequence HLA-A33:01. The binding affinity (normalized) is 0.314. (3) The peptide sequence is RRFWFRLRP. The MHC is HLA-B27:05 with pseudo-sequence HLA-B27:05. The binding affinity (normalized) is 0.824. (4) The peptide sequence is SEYDYVIFT. The MHC is HLA-B40:01 with pseudo-sequence HLA-B40:01. The binding affinity (normalized) is 0.362. (5) The peptide sequence is FPVRPQVPL. The MHC is HLA-B35:03 with pseudo-sequence HLA-B35:03. The binding affinity (normalized) is 0.790. (6) The peptide sequence is EWAENCYNL. The MHC is HLA-A24:03 with pseudo-sequence HLA-A24:03. The binding affinity (normalized) is 0.0847. (7) The peptide sequence is HTASGEHSL. The MHC is HLA-A30:02 with pseudo-sequence HLA-A30:02. The binding affinity (normalized) is 0.202. (8) The peptide sequence is SDLANSHQRS. The MHC is H-2-Db with pseudo-sequence H-2-Db. The binding affinity (normalized) is 0. (9) The peptide sequence is GQISVQPTF. The MHC is HLA-A01:01 with pseudo-sequence HLA-A01:01. The binding affinity (normalized) is 0.